This data is from Full USPTO retrosynthesis dataset with 1.9M reactions from patents (1976-2016). The task is: Predict the reactants needed to synthesize the given product. (1) Given the product [CH3:49][N:2]([CH3:1])[CH2:3]/[CH:4]=[CH:5]/[C:6]([N:8]1[CH2:12][CH2:11][C@@H:10]([NH:13][C:14]2[C:22]3[C:17](=[N:18][CH:19]=[CH:20][C:21]=3[O:23][C:24]3[CH:32]=[CH:31][C:30]([O:33][C:34]4[CH:35]=[CH:36][CH:37]=[CH:38][CH:39]=4)=[CH:29][C:25]=3[C:26]([NH2:28])=[O:27])[NH:16][N:15]=2)[CH2:9]1)=[O:7], predict the reactants needed to synthesize it. The reactants are: [CH3:1][N:2]([CH3:49])[CH2:3]/[CH:4]=[CH:5]/[C:6]([N:8]1[CH2:12][CH2:11][C@@H:10]([NH:13][C:14]2[C:22]3[C:17](=[N:18][CH:19]=[CH:20][C:21]=3[O:23][C:24]3[CH:32]=[CH:31][C:30]([O:33][C:34]4[CH:39]=[CH:38][CH:37]=[CH:36][CH:35]=4)=[CH:29][C:25]=3[C:26]([NH2:28])=[O:27])[N:16](CC3C=CC(OC)=CC=3)[N:15]=2)[CH2:9]1)=[O:7].C(O)(C(F)(F)F)=O. (2) Given the product [CH3:1][C:2]1([CH3:18])[CH2:9][C:8]2[N:4]([C:5]3[CH2:16][CH2:15][NH:14][C:13](=[O:17])[C:6]=3[CH:7]=2)[CH2:3]1, predict the reactants needed to synthesize it. The reactants are: [CH3:1][C:2]1([CH3:18])[CH2:9][C:8]2[N:4]([C:5]3[CH2:16][CH2:15][NH:14][C:13](=[O:17])[C:6]=3[C:7]=2C(O)=O)[CH2:3]1.N1C2C(=CC=C3C=2N=CC=C3)C=CC=1.N1C2C(=CC=CC=2)C=CC=1.Cl. (3) Given the product [CH3:1][C:2]([CH3:11])([CH3:10])[C:3]([O:5][CH2:6][C:7]1[S:8][CH:13]=[C:14]([C:16]2[CH:21]=[CH:20][CH:19]=[C:18]([C:22]([F:23])([F:24])[F:25])[CH:17]=2)[N:9]=1)=[O:4], predict the reactants needed to synthesize it. The reactants are: [CH3:1][C:2]([CH3:11])([CH3:10])[C:3]([O:5][CH2:6][C:7]([NH2:9])=[S:8])=[O:4].Br[CH2:13][C:14]([C:16]1[CH:21]=[CH:20][CH:19]=[C:18]([C:22]([F:25])([F:24])[F:23])[CH:17]=1)=O. (4) Given the product [CH3:1][O:2][C:3](=[O:26])[CH2:4][CH2:5][CH2:6][CH2:7][CH2:8][O:9][C:10]1[CH:11]=[CH:12][C:13]2[N:17]=[C:16]([S:18][CH2:27][CH2:28][CH3:29])[N:15]([C:19]3[CH:20]=[CH:21][CH:22]=[CH:23][CH:24]=3)[C:14]=2[CH:25]=1, predict the reactants needed to synthesize it. The reactants are: [CH3:1][O:2][C:3](=[O:26])[CH2:4][CH2:5][CH2:6][CH2:7][CH2:8][O:9][C:10]1[CH:11]=[CH:12][C:13]2[N:17]=[C:16]([SH:18])[N:15]([C:19]3[CH:24]=[CH:23][CH:22]=[CH:21][CH:20]=3)[C:14]=2[CH:25]=1.[CH2:27](I)[CH2:28][CH3:29].C(=O)([O-])O.[K+].C1CC2OCCOCCOC3C(OCCOCCOC2CC1)CCCC3.